From a dataset of Peptide-MHC class II binding affinity with 134,281 pairs from IEDB. Regression. Given a peptide amino acid sequence and an MHC pseudo amino acid sequence, predict their binding affinity value. This is MHC class II binding data. (1) The peptide sequence is DDNRNIAWDTDKLDD. The MHC is HLA-DPA10201-DPB10501 with pseudo-sequence HLA-DPA10201-DPB10501. The binding affinity (normalized) is 0. (2) The peptide sequence is VRNGKKLIPSWASVK. The MHC is HLA-DQA10501-DQB10402 with pseudo-sequence HLA-DQA10501-DQB10402. The binding affinity (normalized) is 0.346. (3) The peptide sequence is DIKVQFQSGGNNSPA. The MHC is DRB1_0405 with pseudo-sequence DRB1_0405. The binding affinity (normalized) is 0.499. (4) The peptide sequence is YMDVISRRDQRGSGQ. The MHC is DRB3_0101 with pseudo-sequence DRB3_0101. The binding affinity (normalized) is 0. (5) The peptide sequence is EHREVLWKFDSQLAHRH. The MHC is DRB1_0101 with pseudo-sequence DRB1_0101. The binding affinity (normalized) is 0.554.